Task: Predict which catalyst facilitates the given reaction.. Dataset: Catalyst prediction with 721,799 reactions and 888 catalyst types from USPTO (1) Reactant: [H-].[Na+].[F:3][C:4]1[CH:9]=[CH:8][C:7]([NH:10][C:11](=[O:27])[CH2:12][C:13]2[CH:22]=[C:21]([C:23]([O:25][CH3:26])=[O:24])[CH:20]=[CH:19][C:14]=2[C:15](OC)=[O:16])=[CH:6][CH:5]=1. Product: [F:3][C:4]1[CH:9]=[CH:8][C:7]([N:10]2[C:11](=[O:27])[CH2:12][C:13]3[C:14](=[CH:19][CH:20]=[C:21]([C:23]([O:25][CH3:26])=[O:24])[CH:22]=3)[C:15]2=[O:16])=[CH:6][CH:5]=1. The catalyst class is: 54. (2) Reactant: [NH2:1][C:2]1[CH:3]=[CH:4][CH:5]=[C:6]2[C:10]=1[NH:9][C:8]([C:11]([O:13][CH2:14][CH3:15])=[O:12])=[CH:7]2.[CH3:16][C:17]1[CH:22]=[CH:21][C:20]([S:23](Cl)(=[O:25])=[O:24])=[CH:19][CH:18]=1. Product: [CH3:16][C:17]1[CH:22]=[CH:21][C:20]([S:23]([NH:1][C:2]2[CH:3]=[CH:4][CH:5]=[C:6]3[C:10]=2[NH:9][C:8]([C:11]([O:13][CH2:14][CH3:15])=[O:12])=[CH:7]3)(=[O:25])=[O:24])=[CH:19][CH:18]=1. The catalyst class is: 17.